From a dataset of Experimentally validated miRNA-target interactions with 360,000+ pairs, plus equal number of negative samples. Binary Classification. Given a miRNA mature sequence and a target amino acid sequence, predict their likelihood of interaction. (1) Result: 1 (interaction). The protein sequence of the target gene is MATEGLAGALATVLGGKGLLVQSCDSEPAGKPLFPVRLRKNVCYVVLAVFLNEQDEVLMIQEAKRECRGTWYLPAGRMEPGETIVEAMQREVKEEAGLLCEPVTLLSVEERGASWIRFVFLARPTGGVLKTSKDADSESLQAGWYPRVSLPTPLRAHDVLHLVELGAKFCQQAMHPLILPQELPCSVVCQRLVTTFTTVQSVWVLVGTVGTPHLPITACGFTPMEQRGGIKVAILRLLQECLTLHSLAVETKGLLGLQHLGRDHVDGVCLNVLVTVAFRNPGIQDEPPKIRGENYFWWKV.... The miRNA is mmu-miR-467f with sequence AUAUACACACACACACCUACA. (2) The miRNA is hsa-miR-6893-5p with sequence CAGGCAGGUGUAGGGUGGAGC. The protein sequence of the target gene is MADTIFGSGNDQWVCPNDRQLALRAKLQTGWSVHTYQTEKQRRKQHLSPAEVEAILQVIQRAERLDVLEQQRIGRLVERLETMRRNVMGNGLSQCLLCGEVLGFLGSSSVFCKDCRKKVCTKCGIEASPGQKRPLWLCKICSEQREVWKRSGAWFYKGLPKYILPLKTPGRADDPHFRPLPTEPAEREPRSSETSRIYTWARGRVVSSDSDSDSDLSSSSLEDRLPSTGVRDRKGDKPWKESGGSVEAPRMGFTHPPGHLSGCQSSLASGETGTGSADPPGGPRPGLTRRAPVKDTPGRA.... Result: 1 (interaction).